Dataset: Reaction yield outcomes from USPTO patents with 853,638 reactions. Task: Predict the reaction yield, written as a fraction of the theoretical maximum amount of product (1.0 means a 100% yield; for example, 0.34 means a 34% yield). (1) The reactants are [NH:1]([C:3](=[O:25])[C:4]([NH:6][C:7]1[CH:24]=[CH:23][C:10]([O:11][C@H:12]2[CH2:17][CH2:16][C@H:15]([C:18]([O:20]CC)=[O:19])[CH2:14][CH2:13]2)=[CH:9][CH:8]=1)=[O:5])[NH2:2].[F:26][CH:27]([F:38])[O:28][C:29]1[CH:34]=[CH:33][C:32]([N:35]=[C:36]=S)=[CH:31][CH:30]=1.CCN=C=NCCCN(C)C.[OH-].[Na+].Cl. The catalyst is CN(C=O)C.CO.C1COCC1.O. The product is [F:26][CH:27]([F:38])[O:28][C:29]1[CH:30]=[CH:31][C:32]([NH:35][C:36]2[O:25][C:3]([C:4]([NH:6][C:7]3[CH:8]=[CH:9][C:10]([O:11][C@H:12]4[CH2:13][CH2:14][C@H:15]([C:18]([OH:20])=[O:19])[CH2:16][CH2:17]4)=[CH:23][CH:24]=3)=[O:5])=[N:1][N:2]=2)=[CH:33][CH:34]=1. The yield is 0.400. (2) The yield is 0.920. The catalyst is [Pd].CCO. The product is [CH3:1][CH:2]1[O:7][C:6]2[CH:8]=[CH:9][C:10]([CH2:12][CH2:13][C:14]([O:16][CH2:17][CH3:18])=[O:15])=[CH:11][C:5]=2[NH:4][C:3]1=[O:19]. The reactants are [CH3:1][CH:2]1[O:7][C:6]2[CH:8]=[CH:9][C:10](/[CH:12]=[CH:13]/[C:14]([O:16][CH2:17][CH3:18])=[O:15])=[CH:11][C:5]=2[NH:4][C:3]1=[O:19]. (3) The reactants are [CH3:1][O:2][CH2:3][O:4][C:5]1[CH:10]=[C:9]([O:11][CH2:12][O:13][CH3:14])[CH:8]=[CH:7][C:6]=1[O:15][CH2:16][CH2:17][CH3:18].[Li][CH2:20]CCC.CI. The catalyst is C1COCC1. The product is [CH3:14][O:13][CH2:12][O:11][C:9]1[CH:8]=[CH:7][C:6]([O:15][CH2:16][CH2:17][CH3:18])=[C:5]([O:4][CH2:3][O:2][CH3:1])[C:10]=1[CH3:20]. The yield is 0.950.